This data is from Reaction yield outcomes from USPTO patents with 853,638 reactions. The task is: Predict the reaction yield, written as a fraction of the theoretical maximum amount of product (1.0 means a 100% yield; for example, 0.34 means a 34% yield). The reactants are O1CCCC1.[F:6][C:7]([F:26])([F:25])[C:8]([C:11]1[CH:16]=[CH:15][C:14]([CH:17]2[CH2:19][CH:18]2[C:20]([O:22]CC)=[O:21])=[CH:13][CH:12]=1)([CH3:10])[CH3:9].[OH-].[Na+].Cl. The catalyst is CO. The product is [F:6][C:7]([F:25])([F:26])[C:8]([C:11]1[CH:16]=[CH:15][C:14]([CH:17]2[CH2:19][CH:18]2[C:20]([OH:22])=[O:21])=[CH:13][CH:12]=1)([CH3:10])[CH3:9]. The yield is 0.900.